From a dataset of Full USPTO retrosynthesis dataset with 1.9M reactions from patents (1976-2016). Predict the reactants needed to synthesize the given product. (1) The reactants are: C(N(CC)CC)C.[O:8]=[C:9]1[C:18]2[C:13](=[CH:14][CH:15]=[CH:16][CH:17]=2)[C:12]([CH2:19][C:20]2[CH:25]=[CH:24][N:23]=[C:22]([C:26]([OH:28])=O)[CH:21]=2)=[N:11][NH:10]1.Cl.[CH:30]1([O:35][CH:36]2[CH2:41][CH2:40][NH:39][CH2:38][CH2:37]2)[CH2:34][CH2:33][CH2:32][CH2:31]1.F[P-](F)(F)(F)(F)F.N1(OC(N(C)C)=[N+](C)C)C2C=CC=CC=2N=N1. Given the product [CH:30]1([O:35][CH:36]2[CH2:41][CH2:40][N:39]([C:26]([C:22]3[CH:21]=[C:20]([CH2:19][C:12]4[C:13]5[C:18](=[CH:17][CH:16]=[CH:15][CH:14]=5)[C:9](=[O:8])[NH:10][N:11]=4)[CH:25]=[CH:24][N:23]=3)=[O:28])[CH2:38][CH2:37]2)[CH2:34][CH2:33][CH2:32][CH2:31]1, predict the reactants needed to synthesize it. (2) Given the product [C:4]([OH:6])(=[O:5])[CH2:2][CH2:3][CH2:14][CH2:15][C:16]([OH:18])=[O:17], predict the reactants needed to synthesize it. The reactants are: N[CH:2]([C:4]([OH:6])=[O:5])[CH3:3].[C:16]([OH:18])(=[O:17])[CH2:15][CH2:14]CCCC[CH2:14][CH2:15][C:16]([OH:18])=[O:17].C(O)(=O)C1C=CC=C(C(O)=O)C=1. (3) Given the product [CH:13]1([CH:2]([NH:1][CH2:35][C:23]2[C:22]([N+:19]([O-:21])=[O:20])=[CH:27][N:26]=[C:25]([O:28][C:29]3[CH:30]=[CH:31][CH:32]=[CH:33][CH:34]=3)[CH:24]=2)[CH2:3][C:4]([NH:6][CH2:7][CH2:8][C:9]([CH3:12])([CH3:11])[CH3:10])=[O:5])[CH2:14][CH2:15][CH2:16][CH2:17][CH2:18]1, predict the reactants needed to synthesize it. The reactants are: [NH2:1][CH:2]([CH:13]1[CH2:18][CH2:17][CH2:16][CH2:15][CH2:14]1)[CH2:3][C:4]([NH:6][CH2:7][CH2:8][C:9]([CH3:12])([CH3:11])[CH3:10])=[O:5].[N+:19]([C:22]1[C:23]([CH:35]=O)=[CH:24][C:25]([O:28][C:29]2[CH:34]=[CH:33][CH:32]=[CH:31][CH:30]=2)=[N:26][CH:27]=1)([O-:21])=[O:20].ClC(Cl)C.C(O[BH-](OC(=O)C)OC(=O)C)(=O)C.[Na+].